From a dataset of Peptide-MHC class II binding affinity with 134,281 pairs from IEDB. Regression. Given a peptide amino acid sequence and an MHC pseudo amino acid sequence, predict their binding affinity value. This is MHC class II binding data. (1) The peptide sequence is FFPPNYKLLKDLF. The MHC is HLA-DPA10201-DPB10501 with pseudo-sequence HLA-DPA10201-DPB10501. The binding affinity (normalized) is 0.240. (2) The peptide sequence is EKKYFAATQFEPLAN. The MHC is HLA-DPA10103-DPB10401 with pseudo-sequence HLA-DPA10103-DPB10401. The binding affinity (normalized) is 0.903. (3) The MHC is DRB1_0401 with pseudo-sequence DRB1_0401. The peptide sequence is GELQIVYKIDAAFKI. The binding affinity (normalized) is 0.792.